This data is from Peptide-MHC class I binding affinity with 185,985 pairs from IEDB/IMGT. The task is: Regression. Given a peptide amino acid sequence and an MHC pseudo amino acid sequence, predict their binding affinity value. This is MHC class I binding data. (1) The peptide sequence is DIAEHGAYY. The MHC is HLA-A02:19 with pseudo-sequence HLA-A02:19. The binding affinity (normalized) is 0.0847. (2) The peptide sequence is VCFWSTLFY. The MHC is HLA-A11:01 with pseudo-sequence HLA-A11:01. The binding affinity (normalized) is 0.368. (3) The peptide sequence is FLQDESAYV. The MHC is HLA-A02:01 with pseudo-sequence HLA-A02:01. The binding affinity (normalized) is 0.780. (4) The MHC is HLA-B51:01 with pseudo-sequence HLA-B51:01. The peptide sequence is SVNCFTSLVWAPL. The binding affinity (normalized) is 0.0250. (5) The peptide sequence is YLGTPNNTY. The MHC is HLA-B46:01 with pseudo-sequence HLA-B46:01. The binding affinity (normalized) is 0.0847. (6) The peptide sequence is LSEADVRAL. The MHC is HLA-B27:05 with pseudo-sequence HLA-B27:05. The binding affinity (normalized) is 0. (7) The binding affinity (normalized) is 0.0847. The peptide sequence is APAKKAAAK. The MHC is HLA-B39:01 with pseudo-sequence HLA-B39:01.